Dataset: Reaction yield outcomes from USPTO patents with 853,638 reactions. Task: Predict the reaction yield, written as a fraction of the theoretical maximum amount of product (1.0 means a 100% yield; for example, 0.34 means a 34% yield). (1) The reactants are Cl[C:2]1[C:11]([N:12]([CH3:16])[CH:13]([CH3:15])[CH3:14])=[N:10][C:9]2[C:4](=[CH:5][CH:6]=[C:7]([C:17]([O:19][CH3:20])=[O:18])[CH:8]=2)[N:3]=1.[CH3:21][C:22]1[NH:23][C:24]2[C:29]([CH:30]=1)=[CH:28][C:27](B1OC(C)(C)C(C)(C)O1)=[CH:26][CH:25]=2.C(=O)([O-])[O-].[K+].[K+]. The catalyst is COCCOC.O.C1C=CC([P]([Pd]([P](C2C=CC=CC=2)(C2C=CC=CC=2)C2C=CC=CC=2)([P](C2C=CC=CC=2)(C2C=CC=CC=2)C2C=CC=CC=2)[P](C2C=CC=CC=2)(C2C=CC=CC=2)C2C=CC=CC=2)(C2C=CC=CC=2)C2C=CC=CC=2)=CC=1. The product is [CH3:16][N:12]([CH:13]([CH3:15])[CH3:14])[C:11]1[C:2]([C:27]2[CH:28]=[C:29]3[C:24](=[CH:25][CH:26]=2)[NH:23][C:22]([CH3:21])=[CH:30]3)=[N:3][C:4]2[C:9]([N:10]=1)=[CH:8][C:7]([C:17]([O:19][CH3:20])=[O:18])=[CH:6][CH:5]=2. The yield is 0.580. (2) The reactants are [Cl:1][C:2]1[CH:3]=[C:4]([C@H:8]([O:22][CH2:23][CH2:24][NH:25][C:26]([O:28][CH3:29])=[O:27])[C@@H:9]2[O:14][CH2:13][CH2:12][N:11](C(OC(C)(C)C)=O)[CH2:10]2)[CH:5]=[CH:6][CH:7]=1.C([O-])(O)=O.[Na+]. The catalyst is C(O)(C(F)(F)F)=O.C(Cl)Cl. The product is [Cl:1][C:2]1[CH:3]=[C:4]([C@@H:8]([C@@H:9]2[O:14][CH2:13][CH2:12][NH:11][CH2:10]2)[O:22][CH2:23][CH2:24][NH:25][C:26](=[O:27])[O:28][CH3:29])[CH:5]=[CH:6][CH:7]=1. The yield is 1.00. (3) The reactants are BrC1OC(C2N=C3C=CC(C#N)=CN3C=2)=CC=1.[C:18]([C:20]1[CH:29]=[CH:28][C:23]([C:24](=O)[CH2:25]Br)=[CH:22][CH:21]=1)#[N:19].[NH2:30][C:31]1[C:36]([CH3:37])=[CH:35][C:34]([Br:38])=[CH:33][N:32]=1. No catalyst specified. The product is [Br:38][C:34]1[CH:35]=[C:36]([CH3:37])[C:31]2[N:32]([CH:25]=[C:24]([C:23]3[CH:28]=[CH:29][C:20]([C:18]#[N:19])=[CH:21][CH:22]=3)[N:30]=2)[CH:33]=1. The yield is 0.710. (4) The product is [C:1]([NH:4][C:5]1[CH:10]=[CH:9][C:8]([O:11][C:12](=[O:14])[CH3:13])=[CH:7][C:6]=1[O:15][CH2:91][C:90]([OH:94])([CH3:93])[CH2:92][OH:21])(=[O:3])[CH3:2]. The catalyst is O.[C-]#N.[C-]#N.[C-]#N.[C-]#N.[C-]#N.[C-]#N.[K+].[K+].[K+].[Fe+3].O.O.[O-][Os]([O-])(=O)=O.[K+].[K+]. The reactants are [C:1]([NH:4][C:5]1[CH:10]=[CH:9][C:8]([O:11][C:12](=[O:14])[CH3:13])=[CH:7][C:6]=1[O:15]CC(C)=C)(=[O:3])[CH3:2].C(=O)([O-])[O-:21].[K+].[K+].CC[C@@H]1[C@@H]2C[C@H]([C@@H](OC3C4C(=CC=CC=4)C(O[C@@H](C4C=CN=C5C=4C=C(OC)C=C5)[C@@H]4N5C[C@H](CC)[C@@H](CC5)C4)=NN=3)C3C=CN=C4C=3C=C(OC)C=C4)N(CC2)C1.S([O-])([O-])=O.[Na+].[Na+].[C:90]([OH:94])([CH3:93])([CH3:92])[CH3:91]. The yield is 0.720. (5) The reactants are [C:1]([CH2:4][CH2:5][C:6]1[C:10]([CH3:11])=[C:9]([CH:12]=O)[NH:8][C:7]=1[CH3:14])([OH:3])=[O:2].[N:15]1([C:21]2[CH:29]=[C:28]3[C:24]([CH2:25][C:26](=[O:30])[NH:27]3)=[CH:23][CH:22]=2)[CH2:20][CH2:19][O:18][CH2:17][CH2:16]1.N1CCCCC1. The catalyst is C(O)C. The product is [CH3:14][C:7]1[NH:8][C:9]([CH:12]=[C:25]2[C:24]3[C:28](=[CH:29][C:21]([N:15]4[CH2:20][CH2:19][O:18][CH2:17][CH2:16]4)=[CH:22][CH:23]=3)[NH:27][C:26]2=[O:30])=[C:10]([CH3:11])[C:6]=1[CH2:5][CH2:4][C:1]([OH:3])=[O:2]. The yield is 0.380. (6) The reactants are [Cl:1][C:2]1[CH:7]=[CH:6][C:5]([S:8]([C:11]2[N:16]=[C:15]([CH2:17][C:18]3[CH:23]=[C:22]([F:24])[CH:21]=[CH:20][C:19]=3[F:25])[C:14]([CH2:26][NH:27][S:28]([C:31]3[CH:36]=[CH:35][CH:34]=[C:33]([C:37]#[N:38])[CH:32]=3)(=[O:30])=[O:29])=[CH:13][CH:12]=2)(=[O:10])=[O:9])=[CH:4][CH:3]=1.CO.[C:41]1(P(C2C=CC=CC=2)C2C=CC=CC=2)C=CC=CC=1.N(C(OC(C)C)=O)=NC(OC(C)C)=O. The catalyst is O1CCCC1.C(OCC)(=O)C.CCCCCC. The product is [Cl:1][C:2]1[CH:7]=[CH:6][C:5]([S:8]([C:11]2[N:16]=[C:15]([CH2:17][C:18]3[CH:23]=[C:22]([F:24])[CH:21]=[CH:20][C:19]=3[F:25])[C:14]([CH2:26][N:27]([CH3:41])[S:28]([C:31]3[CH:36]=[CH:35][CH:34]=[C:33]([C:37]#[N:38])[CH:32]=3)(=[O:30])=[O:29])=[CH:13][CH:12]=2)(=[O:10])=[O:9])=[CH:4][CH:3]=1. The yield is 0.580. (7) The reactants are [C:1]([C:3]1[CH:4]=[C:5]([CH:9]=[CH:10][C:11]=1[O:12][CH:13]([CH3:15])[CH3:14])[C:6]([OH:8])=O)#[N:2].C1C=CC2N(O)N=NC=2C=1.C(Cl)CCl.O[NH:31][C:32]([C:34]1[C:35]2[CH2:36][CH2:37][C@H:38]([OH:43])[C:39]=2[CH:40]=[CH:41][CH:42]=1)=[NH:33]. The catalyst is CN(C=O)C.O. The product is [OH:43][C@@H:38]1[C:39]2[C:35](=[C:34]([C:32]3[N:31]=[C:6]([C:5]4[CH:9]=[CH:10][C:11]([O:12][CH:13]([CH3:15])[CH3:14])=[C:3]([CH:4]=4)[C:1]#[N:2])[O:8][N:33]=3)[CH:42]=[CH:41][CH:40]=2)[CH2:36][CH2:37]1. The yield is 0.400. (8) The product is [C:1]([O:5][C:6](=[O:7])[NH:8][C@H:9]1[CH2:10][CH2:11][C@H:12]([C:15]([N:24]2[CH2:25][CH2:26][N:21]([CH:19]([CH3:20])[CH3:18])[CH2:22][CH2:23]2)=[O:17])[CH2:13][CH2:14]1)([CH3:2])([CH3:3])[CH3:4]. The reactants are [C:1]([O:5][C:6]([NH:8][C@H:9]1[CH2:14][CH2:13][C@H:12]([C:15]([OH:17])=O)[CH2:11][CH2:10]1)=[O:7])([CH3:4])([CH3:3])[CH3:2].[CH3:18][CH:19]([N:21]1[CH2:26][CH2:25][NH:24][CH2:23][CH2:22]1)[CH3:20].CN(C(ON1N=NC2C=CC=CC1=2)=[N+](C)C)C.[B-](F)(F)(F)F.CCN(CC)CC. The catalyst is CN(C=O)C. The yield is 0.940.